This data is from Forward reaction prediction with 1.9M reactions from USPTO patents (1976-2016). The task is: Predict the product of the given reaction. (1) Given the reactants [NH2:1][C:2]1[C:3]([F:23])=[CH:4][C:5]([Cl:22])=[C:6]([NH:8][C:9]2[N:10]=[CH:11][C:12]3[N:17]=[C:16]([NH:18][C:19](=[O:21])[CH3:20])[S:15][C:13]=3[N:14]=2)[CH:7]=1.[CH3:24][C:25]([C:29]1[CH:30]=[C:31]([CH:35]=[CH:36][CH:37]=1)[C:32](O)=[O:33])([CH3:28])[C:26]#[CH:27].F[P-](F)(F)(F)(F)F.N1(OC(N(C)C)=[N+](C)C)C2N=CC=CC=2N=N1.C(=O)([O-])O.[Na+], predict the reaction product. The product is: [C:19]([NH:18][C:16]1[S:15][C:13]2[N:14]=[C:9]([NH:8][C:6]3[C:5]([Cl:22])=[CH:4][C:3]([F:23])=[C:2]([NH:1][C:32](=[O:33])[C:31]4[CH:35]=[CH:36][CH:37]=[C:29]([C:25]([CH3:24])([CH3:28])[C:26]#[CH:27])[CH:30]=4)[CH:7]=3)[N:10]=[CH:11][C:12]=2[N:17]=1)(=[O:21])[CH3:20]. (2) Given the reactants [H-].[Na+].[CH2:3]([O:5][C:6](=[O:33])[CH2:7][C:8]1[CH:13]=[CH:12][C:11]([NH:14][C:15]([C:17]2[C:18]([C:23]3[CH:28]=[CH:27][C:26]([C:29]([F:32])([F:31])[F:30])=[CH:25][CH:24]=3)=[CH:19][CH:20]=[CH:21][CH:22]=2)=[O:16])=[CH:10][CH:9]=1)[CH3:4].I[CH3:35].O, predict the reaction product. The product is: [CH2:3]([O:5][C:6](=[O:33])[CH2:7][C:8]1[CH:9]=[CH:10][C:11]([N:14]([CH3:35])[C:15]([C:17]2[C:18]([C:23]3[CH:24]=[CH:25][C:26]([C:29]([F:31])([F:32])[F:30])=[CH:27][CH:28]=3)=[CH:19][CH:20]=[CH:21][CH:22]=2)=[O:16])=[CH:12][CH:13]=1)[CH3:4]. (3) Given the reactants [O:1]=[C:2]1[CH2:10][C:9]2[C:4](=[CH:5][CH:6]=[CH:7][C:8]=2[C:11]2[CH:12]=[N:13][CH:14]=[C:15]([CH:19]=2)[C:16]([OH:18])=[O:17])[NH:3]1.[CH2:20]([N:22]([CH2:37][CH3:38])[CH2:23][CH2:24][NH:25][C:26]([C:28]1[C:32]([CH3:33])=[C:31]([CH:34]=O)[NH:30][C:29]=1[CH3:36])=[O:27])[CH3:21].N1CCCCC1, predict the reaction product. The product is: [CH2:37]([N:22]([CH2:20][CH3:21])[CH2:23][CH2:24][NH:25][C:26]([C:28]1[C:32]([CH3:33])=[C:31]([CH:34]=[C:10]2[C:9]3[C:4](=[CH:5][CH:6]=[CH:7][C:8]=3[C:11]3[CH:12]=[N:13][CH:14]=[C:15]([CH:19]=3)[C:16]([OH:18])=[O:17])[NH:3][C:2]2=[O:1])[NH:30][C:29]=1[CH3:36])=[O:27])[CH3:38]. (4) Given the reactants [F:1][C:2]1[CH:7]=[C:6]([F:8])[CH:5]=[CH:4][C:3]=1[N:9]1[CH:13]=[CH:12][C:11]([NH2:14])=[N:10]1.[O:15]=[C:16]1[N:20]2[CH2:21][CH2:22][C@H:23]([CH2:25][C:26](O)=[O:27])[CH2:24][C@@H:19]2[CH2:18][O:17]1, predict the reaction product. The product is: [F:1][C:2]1[CH:7]=[C:6]([F:8])[CH:5]=[CH:4][C:3]=1[N:9]1[CH:13]=[CH:12][C:11]([NH:14][C:26](=[O:27])[CH2:25][C@H:23]2[CH2:22][CH2:21][N:20]3[C:16](=[O:15])[O:17][CH2:18][C@H:19]3[CH2:24]2)=[N:10]1. (5) Given the reactants [CH:1]1[C:14]2[C:5](=[CH:6][C:7]3[C:12]([C:13]=2[CH2:15][N:16]([CH2:25][CH3:26])[CH2:17][CH2:18][CH2:19]OS(C)(=O)=O)=[CH:11][CH:10]=[CH:9][CH:8]=3)[CH:4]=[CH:3][CH:2]=1.[NH2:27][CH2:28][CH2:29][CH2:30][OH:31], predict the reaction product. The product is: [CH:11]1[C:12]2[C:7](=[CH:6][C:5]3[C:14]([C:13]=2[CH2:15][N:16]([CH2:25][CH3:26])[CH2:17][CH2:18][CH2:19][NH:27][CH2:28][CH2:29][CH2:30][OH:31])=[CH:1][CH:2]=[CH:3][CH:4]=3)[CH:8]=[CH:9][CH:10]=1. (6) Given the reactants F[C:2](F)(F)[C:3]([OH:5])=O.[CH3:8][C:9]1([OH:13])[CH2:12][NH:11][CH2:10]1.N1CCCC1.CC(OC([NH:26][C@@H:27]([C:31]([OH:33])=O)[CH:28]1[CH2:30][CH2:29]1)=O)(C)C.C(N[C@@H](C(O)=O)C(C)(C)C)(OC(C)(C)C)=O.[CH2:50]([N:52]1[CH:56]=[C:55]([C:57]2[N:62]=[C:61]3C(C(O)=O)=[CH:64][N:65](COCC[Si](C)(C)C)[C:60]3=[N:59][CH:58]=2)[CH:54]=[N:53]1)[CH3:51].C1(C2N=C3C(C(O)=O)=CN(COCC[Si](C)(C)C)C3=NC=2)CC1.FC(F)(F)C(O)=O, predict the reaction product. The product is: [CH:28]1([C@@H:27]([NH:26][C:3]([C:2]2[C:61]3[C:60](=[N:59][CH:58]=[C:57]([C:55]4[CH:54]=[N:53][N:52]([CH2:50][CH3:51])[CH:56]=4)[N:62]=3)[NH:65][CH:64]=2)=[O:5])[C:31]([N:11]2[CH2:12][C:9]([OH:13])([CH3:8])[CH2:10]2)=[O:33])[CH2:29][CH2:30]1.